This data is from NCI-60 drug combinations with 297,098 pairs across 59 cell lines. The task is: Regression. Given two drug SMILES strings and cell line genomic features, predict the synergy score measuring deviation from expected non-interaction effect. (1) Drug 1: CC1C(C(CC(O1)OC2CC(OC(C2O)C)OC3=CC4=CC5=C(C(=O)C(C(C5)C(C(=O)C(C(C)O)O)OC)OC6CC(C(C(O6)C)O)OC7CC(C(C(O7)C)O)OC8CC(C(C(O8)C)O)(C)O)C(=C4C(=C3C)O)O)O)O. Drug 2: CCC1(C2=C(COC1=O)C(=O)N3CC4=CC5=C(C=CC(=C5CN(C)C)O)N=C4C3=C2)O.Cl. Cell line: HCT-15. Synergy scores: CSS=65.5, Synergy_ZIP=2.12, Synergy_Bliss=3.15, Synergy_Loewe=1.18, Synergy_HSA=1.04. (2) Drug 1: CN1C(=O)N2C=NC(=C2N=N1)C(=O)N. Drug 2: CC12CCC3C(C1CCC2OP(=O)(O)O)CCC4=C3C=CC(=C4)OC(=O)N(CCCl)CCCl.[Na+]. Cell line: NCIH23. Synergy scores: CSS=2.34, Synergy_ZIP=-0.552, Synergy_Bliss=0.534, Synergy_Loewe=1.40, Synergy_HSA=0.0329. (3) Drug 1: COC1=CC(=CC(=C1O)OC)C2C3C(COC3=O)C(C4=CC5=C(C=C24)OCO5)OC6C(C(C7C(O6)COC(O7)C8=CC=CS8)O)O. Drug 2: CC1CCC2CC(C(=CC=CC=CC(CC(C(=O)C(C(C(=CC(C(=O)CC(OC(=O)C3CCCCN3C(=O)C(=O)C1(O2)O)C(C)CC4CCC(C(C4)OC)O)C)C)O)OC)C)C)C)OC. Cell line: SR. Synergy scores: CSS=52.8, Synergy_ZIP=-8.07, Synergy_Bliss=-12.7, Synergy_Loewe=-11.2, Synergy_HSA=-8.98. (4) Drug 1: CN1C2=C(C=C(C=C2)N(CCCl)CCCl)N=C1CCCC(=O)O.Cl. Drug 2: C1=NC2=C(N=C(N=C2N1C3C(C(C(O3)CO)O)F)Cl)N. Cell line: HS 578T. Synergy scores: CSS=3.19, Synergy_ZIP=-3.68, Synergy_Bliss=-5.49, Synergy_Loewe=-10.9, Synergy_HSA=-3.24. (5) Drug 1: C1=CC(=CC=C1CC(C(=O)O)N)N(CCCl)CCCl.Cl. Drug 2: B(C(CC(C)C)NC(=O)C(CC1=CC=CC=C1)NC(=O)C2=NC=CN=C2)(O)O. Cell line: SK-MEL-2. Synergy scores: CSS=2.31, Synergy_ZIP=-1.93, Synergy_Bliss=-2.98, Synergy_Loewe=-4.66, Synergy_HSA=-4.66.